Dataset: Reaction yield outcomes from USPTO patents with 853,638 reactions. Task: Predict the reaction yield, written as a fraction of the theoretical maximum amount of product (1.0 means a 100% yield; for example, 0.34 means a 34% yield). (1) The reactants are CC(C1C=C(C(C)C)C(C2C=CC=CC=2P(C2CCCCC2)C2CCCCC2)=C(C(C)C)C=1)C.C(=O)([O-])[O-].[Cs+].[Cs+].Cl.[CH2:42]([O:44][C:45](=[O:49])[CH2:46][CH2:47][NH2:48])[CH3:43].Br[C:51]1[CH:56]=[CH:55][C:54]([C:57]([CH3:61])([CH3:60])[C:58]#[N:59])=[CH:53][CH:52]=1. The catalyst is C([O-])(=O)C.[Pd+2].C([O-])(=O)C. The product is [C:58]([C:57]([C:54]1[CH:55]=[CH:56][C:51]([NH:48][CH2:47][CH2:46][C:45]([O:44][CH2:42][CH3:43])=[O:49])=[CH:52][CH:53]=1)([CH3:61])[CH3:60])#[N:59]. The yield is 0.580. (2) The reactants are [CH3:1][C:2]1[N:38]=[C:5]2[N:6]([CH:33]([CH3:37])[C:34](=O)[CH3:35])[C:7](=[O:32])[C:8]([CH2:13][C:14]3[CH:19]=[CH:18][C:17]([C:20]4[CH:25]=[CH:24][CH:23]=[CH:22][C:21]=4[C:26]4[NH:30][C:29](=[O:31])[O:28][N:27]=4)=[CH:16][CH:15]=3)=[C:9]([CH2:10][CH2:11][CH3:12])[N:4]2[N:3]=1.Cl.[NH2:40][O:41][CH2:42][CH3:43].N1C=CC=CC=1.Cl. The catalyst is O.C(OCC)(=O)C. The product is [CH2:42]([O:41]/[N:40]=[C:34](\[CH3:35])/[CH:33]([N:6]1[C:7](=[O:32])[C:8]([CH2:13][C:14]2[CH:15]=[CH:16][C:17]([C:20]3[CH:25]=[CH:24][CH:23]=[CH:22][C:21]=3[C:26]3[NH:30][C:29](=[O:31])[O:28][N:27]=3)=[CH:18][CH:19]=2)=[C:9]([CH2:10][CH2:11][CH3:12])[N:4]2[N:3]=[C:2]([CH3:1])[N:38]=[C:5]12)[CH3:37])[CH3:43]. The yield is 0.660. (3) The reactants are [N+:1]([C:4]1[CH:5]=[C:6]([C:13]([OH:15])=[O:14])[CH:7]=[C:8]([C:10]([OH:12])=[O:11])[CH:9]=1)([O-:3])=[O:2].C(=O)([O-])[O-].[K+].[K+].[CH2:22](Br)[C:23]1[CH:28]=[CH:27][CH:26]=[CH:25][CH:24]=1. The catalyst is CN(C=O)C. The product is [CH2:22]([O:14][C:13](=[O:15])[C:6]1[CH:5]=[C:4]([N+:1]([O-:3])=[O:2])[CH:9]=[C:8]([C:10]([O:12][CH2:13][C:6]2[CH:7]=[CH:8][CH:9]=[CH:4][CH:5]=2)=[O:11])[CH:7]=1)[C:23]1[CH:28]=[CH:27][CH:26]=[CH:25][CH:24]=1. The yield is 0.390. (4) The reactants are [C:1]1([S:7]([C:10]2[CH:23]=[CH:22][C:13]3[N:14]([CH2:19][C:20]#[N:21])[C:15](=[O:18])[CH2:16][O:17][C:12]=3[CH:11]=2)(=[O:9])=[O:8])[CH:6]=[CH:5][CH:4]=[CH:3][CH:2]=1.[CH2:24](N)[CH2:25][NH2:26]. The catalyst is C(Cl)(Cl)Cl.C(O)C. The product is [C:1]1([S:7]([C:10]2[CH:23]=[CH:22][C:13]3[N:14]([CH2:19][C:20]4[NH:26][CH2:25][CH2:24][N:21]=4)[C:15](=[O:18])[CH2:16][O:17][C:12]=3[CH:11]=2)(=[O:9])=[O:8])[CH:2]=[CH:3][CH:4]=[CH:5][CH:6]=1. The yield is 0.740. (5) The reactants are O[CH:2]=[C:3]1[C:11]2[C:6](=[CH:7][C:8]([C:12]([C:14]3[CH:19]=[CH:18][C:17]([NH:20][C:21]([C:23]4[N:24]([CH2:29][CH3:30])[N:25]=[C:26]([CH3:28])[CH:27]=4)=[O:22])=[CH:16][CH:15]=3)=[O:13])=[CH:9][CH:10]=2)[NH:5][C:4]1=[O:31].[NH2:32][C:33]1[CH:34]=[CH:35][C:36]([CH3:40])=[C:37]([OH:39])[CH:38]=1. The catalyst is C1COCC1. The product is [OH:39][C:37]1[CH:38]=[C:33]([NH:32][CH:2]=[C:3]2[C:11]3[C:6](=[CH:7][C:8]([C:12]([C:14]4[CH:19]=[CH:18][C:17]([NH:20][C:21]([C:23]5[N:24]([CH2:29][CH3:30])[N:25]=[C:26]([CH3:28])[CH:27]=5)=[O:22])=[CH:16][CH:15]=4)=[O:13])=[CH:9][CH:10]=3)[NH:5][C:4]2=[O:31])[CH:34]=[CH:35][C:36]=1[CH3:40]. The yield is 0.440. (6) The reactants are Cl.[NH2:2][C:3]1[N:4]=[C:5]2[CH:10]=[CH:9][C:8]([O:11][C:12]3[CH:13]=[CH:14][C:15](F)=[C:16]([NH:18][C:19]([C:21]4[N:25]([CH3:26])[N:24]=[C:23]([CH3:27])[CH:22]=4)=[O:20])[CH:17]=3)=[N:7][N:6]2[CH:29]=1.[CH2:30](N(CC)CC)C.[CH:37]1([S:40](Cl)(=[O:42])=[O:41])[CH2:39][CH2:38]1.O. The catalyst is CN1CCCC1=O. The product is [CH:37]1([S:40]([NH:2][C:3]2[N:4]=[C:5]3[CH:10]=[CH:9][C:8]([O:11][C:12]4[CH:13]=[CH:14][C:15]([CH3:30])=[C:16]([NH:18][C:19]([C:21]5[N:25]([CH3:26])[N:24]=[C:23]([CH3:27])[CH:22]=5)=[O:20])[CH:17]=4)=[N:7][N:6]3[CH:29]=2)(=[O:42])=[O:41])[CH2:39][CH2:38]1. The yield is 0.160. (7) The reactants are [I:1][C:2]1[CH:7]=[CH:6][C:5]([CH:8]2[CH:17]([C:18]3[CH:23]=[CH:22][CH:21]=[C:20]([O:24][CH:25]4[CH2:30][CH2:29][CH2:28][CH2:27][O:26]4)[CH:19]=3)[C:16](=[O:31])[C:15]3[C:10](=[CH:11][CH:12]=[C:13]([O:32][CH:33]4[CH2:38][CH2:37][CH2:36][CH2:35][O:34]4)[CH:14]=3)[O:9]2)=[CH:4][CH:3]=1.[CH2:39]([Mg]Cl)[CH3:40]. No catalyst specified. The product is [I:1][C:2]1[CH:7]=[CH:6][C:5]([CH:8]2[CH:17]([C:18]3[CH:23]=[CH:22][CH:21]=[C:20]([O:24][CH:25]4[CH2:30][CH2:29][CH2:28][CH2:27][O:26]4)[CH:19]=3)[CH:16]([OH:31])[C:15]3[C:10](=[CH:11][CH:12]=[C:13]([O:32][CH:33]4[CH2:38][CH2:37][CH2:36][CH2:35][O:34]4)[CH:14]=3)[O:9]2)=[CH:4][CH:3]=1.[CH2:39]([C:16]1([OH:31])[C:15]2[C:10](=[CH:11][CH:12]=[C:13]([O:32][CH:33]3[CH2:38][CH2:37][CH2:36][CH2:35][O:34]3)[CH:14]=2)[O:9][CH:8]([C:5]2[CH:6]=[CH:7][C:2]([I:1])=[CH:3][CH:4]=2)[CH:17]1[C:18]1[CH:23]=[CH:22][CH:21]=[C:20]([O:24][CH:25]2[CH2:30][CH2:29][CH2:28][CH2:27][O:26]2)[CH:19]=1)[CH3:40]. The yield is 0.717.